This data is from Full USPTO retrosynthesis dataset with 1.9M reactions from patents (1976-2016). The task is: Predict the reactants needed to synthesize the given product. Given the product [CH3:12][C:7]1[CH:8]=[C:9]([CH3:11])[CH:10]=[C:5]([CH3:4])[C:6]=1[NH:13][C:14]([NH:16][C:17]1[C:18]([C:27]([NH:29][C@H:30]([C:34]([OH:36])=[O:35])[CH2:31][CH2:32][CH3:33])=[O:28])=[CH:19][C:20]2[C:25]([CH:26]=1)=[CH:24][CH:23]=[CH:22][CH:21]=2)=[O:15], predict the reactants needed to synthesize it. The reactants are: O.[OH-].[Li+].[CH3:4][C:5]1[CH:10]=[C:9]([CH3:11])[CH:8]=[C:7]([CH3:12])[C:6]=1[NH:13][C:14]([NH:16][C:17]1[C:18]([C:27]([NH:29][C@H:30]([C:34]([O:36]C)=[O:35])[CH2:31][CH2:32][CH3:33])=[O:28])=[CH:19][C:20]2[C:25]([CH:26]=1)=[CH:24][CH:23]=[CH:22][CH:21]=2)=[O:15].O.Cl.